Predict the reactants needed to synthesize the given product. From a dataset of Full USPTO retrosynthesis dataset with 1.9M reactions from patents (1976-2016). (1) Given the product [Br:12][CH2:2][C:1]([C:4]1[CH:11]=[CH:10][C:7]([C:8]#[N:9])=[CH:6][CH:5]=1)=[O:3], predict the reactants needed to synthesize it. The reactants are: [C:1]([C:4]1[CH:11]=[CH:10][C:7]([C:8]#[N:9])=[CH:6][CH:5]=1)(=[O:3])[CH3:2].[Br:12]Br. (2) Given the product [OH:4][CH2:3][C:5]1[C:13]2[C:8](=[N:9][CH:10]=[CH:11][CH:12]=2)[N:7]([C:14]([O:16][C:17]([CH3:20])([CH3:19])[CH3:18])=[O:15])[CH:6]=1, predict the reactants needed to synthesize it. The reactants are: CO.[CH:3]([C:5]1[C:13]2[C:8](=[N:9][CH:10]=[CH:11][CH:12]=2)[N:7]([C:14]([O:16][C:17]([CH3:20])([CH3:19])[CH3:18])=[O:15])[CH:6]=1)=[O:4].[BH4-].[Na+]. (3) Given the product [C@H:1]([NH:5][C:6]1[C:7]([C:17]([NH2:19])=[O:18])=[CH:8][C:9]([CH3:16])=[C:10]([CH:15]=1)[C:11]([OH:13])=[O:12])([CH2:3][CH3:4])[CH3:2], predict the reactants needed to synthesize it. The reactants are: [C@H:1]([NH:5][C:6]1[C:7]([C:17]([NH2:19])=[O:18])=[CH:8][C:9]([CH3:16])=[C:10]([CH:15]=1)[C:11]([O:13]C)=[O:12])([CH2:3][CH3:4])[CH3:2].[OH-].[Na+].